From a dataset of Peptide-MHC class I binding affinity with 185,985 pairs from IEDB/IMGT. Regression. Given a peptide amino acid sequence and an MHC pseudo amino acid sequence, predict their binding affinity value. This is MHC class I binding data. The peptide sequence is IPRACQKSL. The binding affinity (normalized) is 0.0847. The MHC is HLA-A02:11 with pseudo-sequence HLA-A02:11.